Dataset: Forward reaction prediction with 1.9M reactions from USPTO patents (1976-2016). Task: Predict the product of the given reaction. Given the reactants [OH:1][NH:2][C:3]([C:5]1[CH:6]=[N:7][CH:8]=[CH:9][CH:10]=1)=[NH:4].[Cl:11][C:12]1[CH:17]=[CH:16][C:15]([C:18]2[CH:23]=[C:22]([C:24]([F:27])([F:26])[F:25])[N:21]=[C:20]([C:28](O)=O)[N:19]=2)=[CH:14][CH:13]=1, predict the reaction product. The product is: [Cl:11][C:12]1[CH:13]=[CH:14][C:15]([C:18]2[CH:23]=[C:22]([C:24]([F:26])([F:25])[F:27])[N:21]=[C:20]([C:28]3[O:1][N:2]=[C:3]([C:5]4[CH:6]=[N:7][CH:8]=[CH:9][CH:10]=4)[N:4]=3)[N:19]=2)=[CH:16][CH:17]=1.